This data is from Reaction yield outcomes from USPTO patents with 853,638 reactions. The task is: Predict the reaction yield, written as a fraction of the theoretical maximum amount of product (1.0 means a 100% yield; for example, 0.34 means a 34% yield). (1) The reactants are [F:1][C:2]1[CH:7]=[CH:6][CH:5]=[CH:4][C:3]=1[C:8]1[NH:9][CH:10]=[C:11]2[C:15](=[O:16])[CH2:14][C:13]([CH3:18])([CH3:17])[C:12]=12.[H-].[Na+].[N:21]1[CH:26]=[CH:25][CH:24]=[C:23]([S:27](Cl)(=[O:29])=[O:28])[CH:22]=1.O. The catalyst is CN(C)C=O. The product is [F:1][C:2]1[CH:7]=[CH:6][CH:5]=[CH:4][C:3]=1[C:8]1[N:9]([S:27]([C:23]2[CH:22]=[N:21][CH:26]=[CH:25][CH:24]=2)(=[O:29])=[O:28])[CH:10]=[C:11]2[C:15](=[O:16])[CH2:14][C:13]([CH3:18])([CH3:17])[C:12]=12. The yield is 0.720. (2) The reactants are [F:1][C:2]([F:15])([F:14])[O:3][C:4]1[CH:13]=[CH:12][C:7]2[N:8]=[C:9]([NH2:11])[S:10][C:6]=2[CH:5]=1.[CH3:16][O:17][C:18]1[CH:26]=[CH:25][C:21]([C:22](Cl)=[O:23])=[CH:20][CH:19]=1.Br[CH:28]([CH2:33][CH3:34])[C:29]([O:31]C)=[O:30].COC1C=CC2N=C(N)SC=2C=1.ClC1C=C(C=CC=1)C(Cl)=O.BrCC(OCC)=O. No catalyst specified. The product is [CH3:16][O:17][C:18]1[CH:26]=[CH:25][C:21]([C:22]([N:11]=[C:9]2[N:8]([CH:28]([CH2:33][CH3:34])[C:29]([OH:31])=[O:30])[C:7]3[CH:12]=[CH:13][C:4]([O:3][C:2]([F:1])([F:14])[F:15])=[CH:5][C:6]=3[S:10]2)=[O:23])=[CH:20][CH:19]=1. The yield is 0.260. (3) The catalyst is C1C=CC(C2C=CC=CC=2)=CC=1.C1C=CC(OC2C=CC=CC=2)=CC=1. The product is [Br:1][C:2]1[CH:3]=[C:4]2[C:9](=[C:10]([CH3:12])[CH:11]=1)[N:8]=[CH:7][CH:6]=[C:5]2[OH:16]. The yield is 0.950. The reactants are [Br:1][C:2]1[CH:3]=[C:4]2[C:9](=[C:10]([CH3:12])[CH:11]=1)[N:8]=[CH:7][C:6](C(O)=O)=[C:5]2[OH:16]. (4) The reactants are [CH:1]1([S:4]([C:7]2[CH:12]=[CH:11][C:10]([CH:13]([CH2:31][CH:32]3[CH2:37][CH2:36][O:35][CH2:34][CH2:33]3)[C:14](=O)[CH2:15][CH2:16][C:17]([C:19]3[S:20][C:21]([CH:24]([OH:29])[C:25]([F:28])([F:27])[F:26])=[CH:22][N:23]=3)=O)=[CH:9][CH:8]=2)(=[O:6])=[O:5])[CH2:3][CH2:2]1.C([O-])(=O)C.[NH4+:42].[OH-].[Na+]. The catalyst is C(O)(=O)C. The product is [CH:1]1([S:4]([C:7]2[CH:12]=[CH:11][C:10]([CH:13]([C:14]3[NH:42][C:17]([C:19]4[S:20][C:21]([CH:24]([OH:29])[C:25]([F:28])([F:26])[F:27])=[CH:22][N:23]=4)=[CH:16][CH:15]=3)[CH2:31][CH:32]3[CH2:33][CH2:34][O:35][CH2:36][CH2:37]3)=[CH:9][CH:8]=2)(=[O:6])=[O:5])[CH2:3][CH2:2]1. The yield is 0.650.